Task: Predict the reaction yield, written as a fraction of the theoretical maximum amount of product (1.0 means a 100% yield; for example, 0.34 means a 34% yield).. Dataset: Reaction yield outcomes from USPTO patents with 853,638 reactions (1) The reactants are [CH3:1][O:2][C:3]([NH:5][C@H:6]([C:10]([N:12]1[CH2:16][C@@H:15]([CH2:17][O:18][CH3:19])[CH2:14][C@H:13]1[C:20]1[NH:24][C:23]2[C:25]3[C:30]([CH:31]=[CH:32][C:22]=2[N:21]=1)=[CH:29][C:28]1[C:33]2[C:38]([CH2:39][O:40][C:27]=1[CH:26]=3)=[CH:37][C:36]([C:41]1[NH:45][C:44]([C@@H:46]3[CH2:50][CH2:49][CH2:48][N:47]3C(OC(C)(C)C)=O)=[N:43][CH:42]=1)=[CH:35][CH:34]=2)=[O:11])[CH:7]([CH3:9])C)=[O:4].Cl.[CH3:59][O:60][C:61]([NH:63][C@H:64]([C:68]1[CH:73]=[CH:72][CH:71]=[CH:70][CH:69]=1)[C:65]([OH:67])=O)=[O:62].CCN(C(C)C)C(C)C.C[CH2:84][O:85]C(C(C#N)=NOC(N1CCOCC1)=[N+](C)C)=O.F[P-](F)(F)(F)(F)F. The catalyst is C(Cl)Cl.CO.CN(C=O)C.[Li+].[OH-]. The product is [CH3:1][O:2][C:3]([NH:5][C@@H:6]([CH:7]([O:85][CH3:84])[CH3:9])[C:10]([N:12]1[CH2:16][C@@H:15]([CH2:17][O:18][CH3:19])[CH2:14][C@H:13]1[C:20]1[NH:24][C:23]2[C:25]3[C:30]([CH:31]=[CH:32][C:22]=2[N:21]=1)=[CH:29][C:28]1[C:33]2[C:38]([CH2:39][O:40][C:27]=1[CH:26]=3)=[CH:37][C:36]([C:41]1[NH:45][C:44]([C@@H:46]3[CH2:50][CH2:49][CH2:48][N:47]3[C:65](=[O:67])[C@H:64]([NH:63][C:61](=[O:62])[O:60][CH3:59])[C:68]3[CH:73]=[CH:72][CH:71]=[CH:70][CH:69]=3)=[N:43][CH:42]=1)=[CH:35][CH:34]=2)=[O:11])=[O:4]. The yield is 0.610. (2) The reactants are [CH2:1]([O:8][C:9]([O:11]N1C(=O)CCC1=O)=O)[C:2]1[CH:7]=[CH:6][CH:5]=[CH:4][CH:3]=1.[CH3:19][NH:20][CH2:21][C:22]1[C:30]2[C:25](=[CH:26][CH:27]=[CH:28][CH:29]=2)[NH:24][CH:23]=1.C(N(CC)CC)C. The catalyst is CN(C=O)C. The product is [CH2:1]([O:8][C:9]([N:20]([CH2:21][C:22]1[C:30]2[C:25](=[CH:26][CH:27]=[CH:28][CH:29]=2)[NH:24][CH:23]=1)[CH3:19])=[O:11])[C:2]1[CH:3]=[CH:4][CH:5]=[CH:6][CH:7]=1. The yield is 0.740. (3) The reactants are [F:1][C:2]([F:42])([F:41])[C:3]1[CH:4]=[C:5]([C@H:13]([N:15]([CH3:40])[C:16]([N:18]2[CH2:31][CH2:30][C@:21]3([NH:25][C@H:24]([C:26](OC)=[O:27])[CH2:23][CH2:22]3)[CH2:20][C@@H:19]2[C:32]2[CH:37]=[CH:36][C:35]([F:38])=[CH:34][C:33]=2[CH3:39])=[O:17])[CH3:14])[CH:6]=[C:7]([C:9]([F:12])([F:11])[F:10])[CH:8]=1.[BH4-].[Li+]. The catalyst is O1CCCC1. The product is [F:42][C:2]([F:1])([F:41])[C:3]1[CH:4]=[C:5]([C@H:13]([N:15]([CH3:40])[C:16]([N:18]2[CH2:31][CH2:30][C@:21]3([NH:25][C@H:24]([CH2:26][OH:27])[CH2:23][CH2:22]3)[CH2:20][C@@H:19]2[C:32]2[CH:37]=[CH:36][C:35]([F:38])=[CH:34][C:33]=2[CH3:39])=[O:17])[CH3:14])[CH:6]=[C:7]([C:9]([F:12])([F:10])[F:11])[CH:8]=1. The yield is 0.330. (4) The reactants are Cl.[NH2:2][OH:3].[F:4][C:5]([F:44])([F:43])[C:6]1[CH:7]=[C:8]([CH:36]=[C:37]([C:39]([F:42])([F:41])[F:40])[CH:38]=1)[CH2:9][N:10]1[C:14]([C:15]2[CH:20]=[CH:19][CH:18]=[CH:17][CH:16]=2)=[C:13]([C:21]2[N:22]([CH2:28][C:29]3[CH:34]=[CH:33][CH:32]=[CH:31][C:30]=3[Cl:35])[C:23]([CH:26]=O)=[N:24][N:25]=2)[N:12]=[N:11]1.[OH-].[Na+]. The catalyst is ClCCCl. The product is [F:4][C:5]([F:44])([F:43])[C:6]1[CH:7]=[C:8]([CH:36]=[C:37]([C:39]([F:42])([F:41])[F:40])[CH:38]=1)[CH2:9][N:10]1[C:14]([C:15]2[CH:20]=[CH:19][CH:18]=[CH:17][CH:16]=2)=[C:13]([C:21]2[N:22]([CH2:28][C:29]3[CH:34]=[CH:33][CH:32]=[CH:31][C:30]=3[Cl:35])[C:23]([CH:26]=[N:2][OH:3])=[N:24][N:25]=2)[N:12]=[N:11]1. The yield is 0.350.